Dataset: Full USPTO retrosynthesis dataset with 1.9M reactions from patents (1976-2016). Task: Predict the reactants needed to synthesize the given product. Given the product [CH3:34][C:14]1[C:9]([C:7]2[CH:6]=[CH:5][N:4]=[C:3]([C:2]([F:1])([F:17])[F:18])[CH:8]=2)=[N:10][CH:11]=[C:12]([CH2:15][NH:16][C:29](=[O:30])[C:28]2[CH:32]=[CH:33][C:25]([C:20]3[CH:21]=[N:22][CH:23]=[CH:24][N:19]=3)=[CH:26][CH:27]=2)[CH:13]=1, predict the reactants needed to synthesize it. The reactants are: [F:1][C:2]([F:18])([F:17])[C:3]1[CH:8]=[C:7]([C:9]2[CH:14]=[CH:13][C:12]([CH2:15][NH2:16])=[CH:11][N:10]=2)[CH:6]=[CH:5][N:4]=1.[N:19]1[CH:24]=[CH:23][N:22]=[CH:21][C:20]=1[C:25]1[CH:33]=[CH:32][C:28]([C:29](O)=[O:30])=[CH:27][CH:26]=1.[CH3:34]N(C(ON1N=NC2C=CC=NC1=2)=[N+](C)C)C.F[P-](F)(F)(F)(F)F.CCN(C(C)C)C(C)C.